Dataset: Full USPTO retrosynthesis dataset with 1.9M reactions from patents (1976-2016). Task: Predict the reactants needed to synthesize the given product. (1) The reactants are: Cl[C:2]1[CH:7]=[C:6]([O:8][CH3:9])[CH:5]=[CH:4][N:3]=1.[NH:10]1[CH2:15][CH2:14][NH:13][CH2:12][CH2:11]1. Given the product [CH3:9][O:8][C:6]1[CH:5]=[CH:4][N:3]=[C:2]([N:10]2[CH2:15][CH2:14][NH:13][CH2:12][CH2:11]2)[CH:7]=1, predict the reactants needed to synthesize it. (2) Given the product [C:26]1([C:32]2[CH:33]=[CH:34][CH:35]=[CH:36][CH:37]=2)[CH:31]=[CH:30][C:29]([O:1][CH2:2][CH2:3][CH2:4][N:5]2[C:13]3[C:12]([O:14][CH3:15])=[N:11][C:10]([N:16]4[CH:20]=[C:19]([C:21]([O:23][CH2:24][CH3:25])=[O:22])[CH:18]=[N:17]4)=[N:9][C:8]=3[CH:7]=[N:6]2)=[CH:28][CH:27]=1, predict the reactants needed to synthesize it. The reactants are: [OH:1][CH2:2][CH2:3][CH2:4][N:5]1[C:13]2[C:12]([O:14][CH3:15])=[N:11][C:10]([N:16]3[CH:20]=[C:19]([C:21]([O:23][CH2:24][CH3:25])=[O:22])[CH:18]=[N:17]3)=[N:9][C:8]=2[CH:7]=[N:6]1.[C:26]1([C:32]2[CH:37]=[CH:36][C:35](O)=[CH:34][CH:33]=2)[CH:31]=[CH:30][CH:29]=[CH:28][CH:27]=1.C1(P(C2C=CC=CC=2)C2C=CC=CC=2)C=CC=CC=1.N(C(OC(C)C)=O)=NC(OC(C)C)=O. (3) Given the product [C:39]([O:38][C:36](=[O:37])[CH2:35][N:17]1[C:18]2[C:14](=[CH:13][C:12]([F:11])=[CH:20][CH:19]=2)[C:15]([C:22]2[C:27]3[CH:28]=[CH:29][CH:30]=[CH:31][C:26]=3[S:25](=[O:32])(=[O:33])[N:24]([CH2:2][CH2:3][CH3:4])[N:23]=2)=[C:16]1[CH3:21])([CH3:42])([CH3:41])[CH3:40], predict the reactants needed to synthesize it. The reactants are: I[CH2:2][CH2:3][CH3:4].C([O-])([O-])=O.[K+].[K+].[F:11][C:12]1[CH:13]=[C:14]2[C:18](=[CH:19][CH:20]=1)[NH:17][C:16]([CH3:21])=[C:15]2[C:22]1[C:27]2[CH:28]=[CH:29][CH:30]=[CH:31][C:26]=2[S:25](=[O:33])(=[O:32])[NH:24][N:23]=1.Br[CH2:35][C:36]([O:38][C:39]([CH3:42])([CH3:41])[CH3:40])=[O:37].